Dataset: Catalyst prediction with 721,799 reactions and 888 catalyst types from USPTO. Task: Predict which catalyst facilitates the given reaction. Product: [CH3:1][O:2][C:3]1[CH:4]=[C:5]([NH:10][C:11]2[N:16]=[C:15]([N:17]3[CH:21]=[CH:20][C:19]([C:22]([F:25])([F:24])[F:23])=[N:18]3)[C:14]([C:26]3[CH:27]=[C:28]([C:34]([NH:41][S:38]([CH3:37])(=[O:40])=[O:39])=[O:35])[C:29](=[O:33])[N:30]([CH3:32])[CH:31]=3)=[CH:13][N:12]=2)[CH:6]=[C:7]([CH3:9])[CH:8]=1. The catalyst class is: 172. Reactant: [CH3:1][O:2][C:3]1[CH:4]=[C:5]([NH:10][C:11]2[N:16]=[C:15]([N:17]3[CH:21]=[CH:20][C:19]([C:22]([F:25])([F:24])[F:23])=[N:18]3)[C:14]([C:26]3[CH:27]=[C:28]([C:34](O)=[O:35])[C:29](=[O:33])[N:30]([CH3:32])[CH:31]=3)=[CH:13][N:12]=2)[CH:6]=[C:7]([CH3:9])[CH:8]=1.[CH3:37][S:38]([NH2:41])(=[O:40])=[O:39].C(N(CC)CC)C.[I-].ClC1C=CC=C[N+]=1C.